Binary Classification. Given a drug SMILES string, predict its activity (active/inactive) in a high-throughput screening assay against a specified biological target. From a dataset of KCNQ2 potassium channel screen with 302,405 compounds. The drug is S(=O)(=O)(Nc1c(F)cccc1)c1ccc(C(=O)NCC(N2CCCC2)c2occc2)cc1. The result is 0 (inactive).